From a dataset of Full USPTO retrosynthesis dataset with 1.9M reactions from patents (1976-2016). Predict the reactants needed to synthesize the given product. (1) Given the product [O:2]=[CH:3][CH2:4][CH2:5][CH2:6][CH2:7][CH2:8][CH2:9][CH2:10][CH2:11][N:12]1[CH2:17][CH2:16][CH:15]([O:18][C:19](=[O:33])[NH:20][C:21]2[CH:26]=[CH:25][CH:24]=[CH:23][C:22]=2[C:27]2[CH:32]=[CH:31][CH:30]=[CH:29][CH:28]=2)[CH2:14][CH2:13]1, predict the reactants needed to synthesize it. The reactants are: C[O:2][CH:3](OC)[CH2:4][CH2:5][CH2:6][CH2:7][CH2:8][CH2:9][CH2:10][CH2:11][N:12]1[CH2:17][CH2:16][CH:15]([O:18][C:19](=[O:33])[NH:20][C:21]2[CH:26]=[CH:25][CH:24]=[CH:23][C:22]=2[C:27]2[CH:32]=[CH:31][CH:30]=[CH:29][CH:28]=2)[CH2:14][CH2:13]1.C(#N)C.Cl. (2) Given the product [Br:1][CH2:2][C:3]1[CH:8]=[CH:7][C:6]([S:9]([NH:20][CH3:19])(=[O:11])=[O:10])=[CH:5][CH:4]=1, predict the reactants needed to synthesize it. The reactants are: [Br:1][CH2:2][C:3]1[CH:8]=[CH:7][C:6]([S:9](Cl)(=[O:11])=[O:10])=[CH:5][CH:4]=1.C(=O)([O-])[O-].[K+].[K+].[CH3:19][NH2:20]. (3) Given the product [Cl:1][C:2]1[N:7]=[C:6]([Cl:8])[C:5]([CH2:9][NH:14][C:13]2[C:15]([F:23])=[C:16]([O:21][CH3:22])[CH:17]=[C:18]([O:19][CH3:20])[C:12]=2[F:11])=[CH:4][N:3]=1, predict the reactants needed to synthesize it. The reactants are: [Cl:1][C:2]1[N:7]=[C:6]([Cl:8])[C:5]([CH2:9]I)=[CH:4][N:3]=1.[F:11][C:12]1[C:18]([O:19][CH3:20])=[CH:17][C:16]([O:21][CH3:22])=[C:15]([F:23])[C:13]=1[NH2:14]. (4) Given the product [CH:61]1([NH:60][C:58](=[O:59])[CH:57]([OH:64])[C@@H:56]([NH:55][C:20]([C@@H:13]2[C@H:14]3[CH2:19][CH2:18][CH2:17][C@H:15]3[CH2:16][N:12]2[C:10](=[O:11])[C@@H:9]([NH:8][C:6](=[O:7])[O:5][C:1]([CH3:4])([CH3:2])[CH3:3])[C:23]([CH3:24])([CH3:26])[CH3:25])=[O:21])[CH2:65][CH2:66][CH3:67])[CH2:63][CH2:62]1, predict the reactants needed to synthesize it. The reactants are: [C:1]([O:5][C:6]([NH:8][C@@H:9]([C:23]([CH3:26])([CH3:25])[CH3:24])[C:10]([N:12]1[CH2:16][C@@H:15]2[CH2:17][CH2:18][CH2:19][C@@H:14]2[C@H:13]1[C:20](O)=[O:21])=[O:11])=[O:7])([CH3:4])([CH3:3])[CH3:2].C(N=C=NCCCN(C)C)C.ON1C2C=CC=CC=2N=N1.CN1CCOCC1.[NH2:55][C@@H:56]([CH2:65][CH2:66][CH3:67])[CH:57]([OH:64])[C:58]([NH:60][CH:61]1[CH2:63][CH2:62]1)=[O:59].Cl.N[C@@H](CCC)C(O)C(NC1CC1)=O.